From a dataset of Reaction yield outcomes from USPTO patents with 853,638 reactions. Predict the reaction yield, written as a fraction of the theoretical maximum amount of product (1.0 means a 100% yield; for example, 0.34 means a 34% yield). The reactants are F[C:2]1[CH:7]=[CH:6][C:5]([N+:8]([O-:10])=[O:9])=[CH:4][CH:3]=1.Cl.[OH:12][CH:13]1[CH2:18][CH2:17][CH2:16][NH:15][CH2:14]1.CCN(C(C)C)C(C)C. No catalyst specified. The product is [OH:12][CH:13]1[CH2:18][CH2:17][CH2:16][N:15]([C:2]2[CH:7]=[CH:6][C:5]([N+:8]([O-:10])=[O:9])=[CH:4][CH:3]=2)[CH2:14]1. The yield is 0.510.